Dataset: Catalyst prediction with 721,799 reactions and 888 catalyst types from USPTO. Task: Predict which catalyst facilitates the given reaction. (1) Reactant: [CH2:1]([S:3][C:4]1[C:13]([C:14](OCC)=[O:15])=[C:12]([CH3:19])[C:11]2[C:6](=[CH:7][C:8]([C:20]([F:23])([F:22])[F:21])=[CH:9][N:10]=2)[N:5]=1)[CH3:2].C[Al](C)C.[F:28][C:29]1[CH:30]=[C:31]([CH2:35][NH2:36])[CH:32]=[CH:33][CH:34]=1. Product: [CH2:1]([S:3][C:4]1[C:13]([C:14]([NH:36][CH2:35][C:31]2[CH:32]=[CH:33][CH:34]=[C:29]([F:28])[CH:30]=2)=[O:15])=[C:12]([CH3:19])[C:11]2[C:6](=[CH:7][C:8]([C:20]([F:23])([F:21])[F:22])=[CH:9][N:10]=2)[N:5]=1)[CH3:2]. The catalyst class is: 93. (2) Product: [C:37]([O:36][C:34](=[O:35])[NH:41][C@H:42]([C:46]([N:15]1[CH2:16][CH2:17][N:18]([CH2:20][C:21]2[CH:26]=[CH:25][CH:24]=[CH:23][CH:22]=2)[CH2:19][C@H:14]1[C:12](=[O:13])[NH:11][C@H:1]1[C:10]2[C:5](=[CH:6][CH:7]=[CH:8][CH:9]=2)[CH2:4][CH2:3][CH2:2]1)=[O:47])[CH:43]([CH3:44])[CH3:45])([CH3:38])([CH3:40])[CH3:39]. The catalyst class is: 329. Reactant: [C@H:1]1([NH:11][C:12]([C@@H:14]2[CH2:19][N:18]([CH2:20][C:21]3[CH:26]=[CH:25][CH:24]=[CH:23][CH:22]=3)[CH2:17][CH2:16][NH:15]2)=[O:13])[C:10]2[C:5](=[CH:6][CH:7]=[CH:8][CH:9]=2)[CH2:4][CH2:3][CH2:2]1.C(NC(C)C)(C)C.[C:34]([NH:41][C@H:42]([C:46](O)=[O:47])[CH:43]([CH3:45])[CH3:44])([O:36][C:37]([CH3:40])([CH3:39])[CH3:38])=[O:35].CN(C(ON1N=NC2C=CC=CC1=2)=[N+](C)C)C.F[P-](F)(F)(F)(F)F.C1C=CC2N(O)N=NC=2C=1. (3) The catalyst class is: 84. Product: [CH3:24][C:21]1([CH3:25])[CH2:22][CH2:23][N:19]([C:14]2[C:13]([NH:12][C:10]([C:8]3[CH:7]=[CH:6][CH:5]=[C:4]([C:1]([OH:3])([CH3:27])[CH3:2])[N:9]=3)=[O:11])=[CH:17][N:16]([CH3:18])[N:15]=2)[C:20]1=[O:26]. Reactant: [C:1]([C:4]1[N:9]=[C:8]([C:10]([NH:12][C:13]2[C:14]([N:19]3[CH2:23][CH2:22][C:21]([CH3:25])([CH3:24])[C:20]3=[O:26])=[N:15][N:16]([CH3:18])[CH:17]=2)=[O:11])[CH:7]=[CH:6][CH:5]=1)(=[O:3])[CH3:2].[CH2:27]1COCC1. (4) Reactant: CC(C1C=CC(B2OC(C)(C)C(C)(C)O2)=CC=1)(C)C(OCC)=O.CS(C1C=CC(Br)=CC=1)(=O)=O.[CH3:35][C:36]([C:43]1[CH:48]=[CH:47][C:46]([C:49]2[CH:54]=[CH:53][C:52]([S:55]([CH3:58])(=[O:57])=[O:56])=[CH:51][CH:50]=2)=[CH:45][CH:44]=1)([CH3:42])[C:37]([O:39]CC)=[O:38].O.[OH-].[Li+]. Product: [CH3:42][C:36]([C:43]1[CH:48]=[CH:47][C:46]([C:49]2[CH:54]=[CH:53][C:52]([S:55]([CH3:58])(=[O:57])=[O:56])=[CH:51][CH:50]=2)=[CH:45][CH:44]=1)([CH3:35])[C:37]([OH:39])=[O:38]. The catalyst class is: 738.